Regression. Given a peptide amino acid sequence and an MHC pseudo amino acid sequence, predict their binding affinity value. This is MHC class II binding data. From a dataset of Peptide-MHC class II binding affinity with 134,281 pairs from IEDB. (1) The peptide sequence is NLYKLHGGHVSCRVKHHHHHH. The MHC is HLA-DQA10103-DQB10603 with pseudo-sequence HLA-DQA10103-DQB10603. The binding affinity (normalized) is 0. (2) The peptide sequence is YKKLRTSSFALNLPT. The MHC is DRB1_0802 with pseudo-sequence DRB1_0802. The binding affinity (normalized) is 0.502. (3) The peptide sequence is ITAHLKRLWKMLDPR. The MHC is DRB1_1301 with pseudo-sequence DRB1_1301. The binding affinity (normalized) is 0.834. (4) The peptide sequence is EGGAHLVQDDVIPAN. The MHC is DRB1_0405 with pseudo-sequence DRB1_0405. The binding affinity (normalized) is 0.355.